This data is from Forward reaction prediction with 1.9M reactions from USPTO patents (1976-2016). The task is: Predict the product of the given reaction. (1) Given the reactants [C:1]([O:5][C:6]([N:8]1[CH2:13][CH2:12][CH:11]([O:14][C:15]2[C:16]([C:32]([O:34]C)=O)=[N:17][N:18]([C:22]3[CH:27]=[CH:26][C:25]([S:28]([CH3:31])(=[O:30])=[O:29])=[CH:24][CH:23]=3)[C:19](=[O:21])[CH:20]=2)[CH2:10][CH2:9]1)=[O:7])([CH3:4])([CH3:3])[CH3:2].[NH3:36].CO, predict the reaction product. The product is: [C:32]([C:16]1[C:15]([O:14][CH:11]2[CH2:12][CH2:13][N:8]([C:6]([O:5][C:1]([CH3:2])([CH3:4])[CH3:3])=[O:7])[CH2:9][CH2:10]2)=[CH:20][C:19](=[O:21])[N:18]([C:22]2[CH:27]=[CH:26][C:25]([S:28]([CH3:31])(=[O:29])=[O:30])=[CH:24][CH:23]=2)[N:17]=1)(=[O:34])[NH2:36]. (2) Given the reactants [CH2:1]([N:8]1[CH:13]=[CH:12][CH:11]=[C:10]([C:14]([NH:16][C@@H:17]([CH2:22][CH2:23][CH2:24][CH2:25][NH:26][C:27]([NH:29][S:30]([C:33]2[C:34]([CH3:47])=[C:35]3[C:40](=[C:41]([CH3:44])[C:42]=2[CH3:43])[O:39][C:38]([CH3:46])([CH3:45])[CH2:37][CH2:36]3)(=[O:32])=[O:31])=[NH:28])[C:18]([O:20]C)=[O:19])=[O:15])[C:9]1=[O:48])[C:2]1[CH:7]=[CH:6][CH:5]=[CH:4][CH:3]=1.[OH-].[Na+], predict the reaction product. The product is: [CH2:1]([N:8]1[CH:13]=[CH:12][CH:11]=[C:10]([C:14]([NH:16][C@@H:17]([CH2:22][CH2:23][CH2:24][CH2:25][NH:26][C:27]([NH:29][S:30]([C:33]2[C:34]([CH3:47])=[C:35]3[C:40](=[C:41]([CH3:44])[C:42]=2[CH3:43])[O:39][C:38]([CH3:45])([CH3:46])[CH2:37][CH2:36]3)(=[O:31])=[O:32])=[NH:28])[C:18]([OH:20])=[O:19])=[O:15])[C:9]1=[O:48])[C:2]1[CH:3]=[CH:4][CH:5]=[CH:6][CH:7]=1. (3) The product is: [CH:31]([C:26]1[CH:27]=[CH:28][CH:29]=[CH:30][C:25]=1[C:9]1[S:8][C:7]2[CH:23]=[C:3]([O:2][CH3:1])[CH:4]=[CH:5][C:6]=2[C:10]=1[O:11][C:12]1[CH:13]=[CH:14][C:15](/[CH:18]=[CH:19]/[C:20](=[O:22])[CH3:21])=[CH:16][CH:17]=1)([CH3:33])[CH3:32]. Given the reactants [CH3:1][O:2][C:3]1[CH:4]=[CH:5][C:6]2[C:10]([O:11][C:12]3[CH:17]=[CH:16][C:15](/[CH:18]=[CH:19]/[C:20](=[O:22])[CH3:21])=[CH:14][CH:13]=3)=[CH:9][S:8][C:7]=2[CH:23]=1.I[C:25]1[CH:30]=[CH:29][CH:28]=[CH:27][C:26]=1[CH:31]([CH3:33])[CH3:32].CC(C)(C)C(O)=O.C(=O)([O-])[O-].[K+].[K+], predict the reaction product. (4) Given the reactants [CH3:1][C:2]1[N:3]=[C:4]([CH2:7][C:8]2[CH:13]=[C:12]([NH:14]C(=O)C(F)(F)F)[CH:11]=[CH:10][C:9]=2[S:21](Cl)(=[O:23])=[O:22])[O:5][CH:6]=1.[NH2:25][C:26]1[CH:27]=[CH:28][C:29]2[CH2:33][O:32][B:31]([OH:34])[C:30]=2[CH:35]=1.N1C=CC=CC=1, predict the reaction product. The product is: [NH2:14][C:12]1[CH:11]=[CH:10][C:9]([S:21]([NH:25][C:26]2[CH:27]=[CH:28][C:29]3[CH2:33][O:32][B:31]([OH:34])[C:30]=3[CH:35]=2)(=[O:22])=[O:23])=[C:8]([CH2:7][C:4]2[O:5][CH:6]=[C:2]([CH3:1])[N:3]=2)[CH:13]=1. (5) Given the reactants [CH2:1]([N:8]([CH3:60])[C:9]([N:11]1[CH2:19][C:18]2[C:13](=[CH:14][C:15]([C:47]([N:49]3[C@H:58]([CH3:59])[CH2:57][C:56]4[C:51](=[CH:52][CH:53]=[CH:54][CH:55]=4)[CH2:50]3)=[O:48])=[C:16]([C:20]3[N:28]4[C:23]([CH2:24][CH2:25][CH2:26][CH2:27]4)=[C:22]([C:29](=[O:46])[N:30]([C:32]4[CH:37]=[CH:36][C:35]([O:38]CC5C=CC=CC=5)=[CH:34][CH:33]=4)[CH3:31])[CH:21]=3)[CH:17]=2)[CH2:12]1)=[O:10])[C:2]1[CH:7]=[CH:6][CH:5]=[CH:4][CH:3]=1.B(Cl)(Cl)Cl, predict the reaction product. The product is: [CH2:1]([N:8]([CH3:60])[C:9]([N:11]1[CH2:19][C:18]2[C:13](=[CH:14][C:15]([C:47]([N:49]3[C@H:58]([CH3:59])[CH2:57][C:56]4[C:51](=[CH:52][CH:53]=[CH:54][CH:55]=4)[CH2:50]3)=[O:48])=[C:16]([C:20]3[N:28]4[C:23]([CH2:24][CH2:25][CH2:26][CH2:27]4)=[C:22]([C:29](=[O:46])[N:30]([C:32]4[CH:37]=[CH:36][C:35]([OH:38])=[CH:34][CH:33]=4)[CH3:31])[CH:21]=3)[CH:17]=2)[CH2:12]1)=[O:10])[C:2]1[CH:7]=[CH:6][CH:5]=[CH:4][CH:3]=1. (6) Given the reactants [CH3:1][CH:2]([OH:4])[CH3:3].[Br:5][C:6]1[CH:11]=[CH:10][CH:9]=[C:8](Br)[N:7]=1, predict the reaction product. The product is: [Br:5][C:6]1[CH:11]=[CH:10][CH:9]=[C:8]([O:4][CH:2]([CH3:3])[CH3:1])[N:7]=1. (7) Given the reactants [C:1]([O:5][C:6]([NH:8][CH:9]([CH2:21][C:22]1[C:30]2[C:25](=[CH:26][CH:27]=[CH:28][CH:29]=2)[NH:24][CH:23]=1)[C:10]([O:12][C@@H:13]1[CH:18]2[CH2:19][CH2:20][N:15]([CH2:16][CH2:17]2)[CH2:14]1)=[O:11])=[O:7])([CH3:4])([CH3:3])[CH3:2].[Br:31][CH2:32][C:33]([C:35]1[CH:40]=[CH:39][CH:38]=[CH:37][CH:36]=1)=[O:34], predict the reaction product. The product is: [Br-:31].[C:1]([O:5][C:6]([NH:8][CH:9]([CH2:21][C:22]1[C:30]2[C:25](=[CH:26][CH:27]=[CH:28][CH:29]=2)[NH:24][CH:23]=1)[C:10]([O:12][C@@H:13]1[CH:18]2[CH2:17][CH2:16][N+:15]([CH2:32][C:33](=[O:34])[C:35]3[CH:40]=[CH:39][CH:38]=[CH:37][CH:36]=3)([CH2:20][CH2:19]2)[CH2:14]1)=[O:11])=[O:7])([CH3:4])([CH3:2])[CH3:3].